Task: Predict the product of the given reaction.. Dataset: Forward reaction prediction with 1.9M reactions from USPTO patents (1976-2016) The product is: [CH3:1][N:2]1[CH2:7][CH2:6][N:5]([CH2:8][C:9]2[CH:10]=[CH:11][C:12]([NH:15][C:16]3[N:21]=[C:20]([C:22]4[C:23]([C:27]5[CH:32]=[CH:31][C:30]([CH3:33])=[CH:29][CH:28]=5)=[N:24][N:25]([CH3:34])[CH:26]=4)[CH:19]=[CH:18][N:17]=3)=[CH:13][CH:14]=2)[CH2:4][CH2:3]1. Given the reactants [CH3:1][N:2]1[CH2:7][CH2:6][N:5]([CH2:8][C:9]2[CH:14]=[CH:13][C:12]([NH:15][C:16]3[N:21]=[C:20]([C:22]4[C:23]([C:27]5[CH:32]=[CH:31][C:30]([CH3:33])=[CH:29][CH:28]=5)=[N:24][NH:25][CH:26]=4)[CH:19]=[CH:18][N:17]=3)=[CH:11][CH:10]=2)[CH2:4][CH2:3]1.[CH3:34]O, predict the reaction product.